From a dataset of Choline transporter screen with 302,306 compounds. Binary Classification. Given a drug SMILES string, predict its activity (active/inactive) in a high-throughput screening assay against a specified biological target. (1) The drug is Clc1cc(NC(=S)N2CCCCCC2)c(cc1)C. The result is 0 (inactive). (2) The molecule is O(C1=C/C(=C\NNC(=O)Cn2nnc3c2cccc3)C=CC1=O)CC. The result is 0 (inactive). (3) The molecule is O(n1nnc2c1cccc2)CC(=O)Nc1noc(c1)C. The result is 0 (inactive). (4) The compound is S(=O)(=O)(N1CCN(CC1)C)c1c2nsnc2ccc1. The result is 0 (inactive). (5) The drug is O=C1N(C(C(=O)c2ccccc2)C)C(=O)c2c1cccc2. The result is 0 (inactive). (6) The result is 0 (inactive). The molecule is O=C(NN)c1[nH]c2c(c1c1ccccc1)cccc2. (7) The molecule is S(c1[nH]c(=O)ccn1)\C=C\c1ccccc1. The result is 0 (inactive).